Dataset: NCI-60 drug combinations with 297,098 pairs across 59 cell lines. Task: Regression. Given two drug SMILES strings and cell line genomic features, predict the synergy score measuring deviation from expected non-interaction effect. (1) Drug 1: CC1C(C(CC(O1)OC2CC(OC(C2O)C)OC3=CC4=CC5=C(C(=O)C(C(C5)C(C(=O)C(C(C)O)O)OC)OC6CC(C(C(O6)C)O)OC7CC(C(C(O7)C)O)OC8CC(C(C(O8)C)O)(C)O)C(=C4C(=C3C)O)O)O)O. Drug 2: COCCOC1=C(C=C2C(=C1)C(=NC=N2)NC3=CC=CC(=C3)C#C)OCCOC.Cl. Cell line: BT-549. Synergy scores: CSS=49.4, Synergy_ZIP=0.713, Synergy_Bliss=0.881, Synergy_Loewe=-1.05, Synergy_HSA=-1.37. (2) Drug 1: CC1=C(C(CCC1)(C)C)C=CC(=CC=CC(=CC(=O)O)C)C. Drug 2: CN(C(=O)NC(C=O)C(C(C(CO)O)O)O)N=O. Cell line: SN12C. Synergy scores: CSS=9.61, Synergy_ZIP=-2.12, Synergy_Bliss=-0.541, Synergy_Loewe=-11.7, Synergy_HSA=-2.91.